This data is from Forward reaction prediction with 1.9M reactions from USPTO patents (1976-2016). The task is: Predict the product of the given reaction. (1) Given the reactants Br[Zn][CH2:3][C:4]([O:6][CH2:7][CH3:8])=[O:5].[Cl:9][C:10]1[C:11](=[O:20])[C:12]([Cl:19])=[C:13]([Cl:18])[C:14](=[O:17])[C:15]=1[Cl:16].Cl.C(OCC)(=O)C, predict the reaction product. The product is: [Cl:9][C:10]1[C:11]([CH2:3][C:4]([O:6][CH2:7][CH3:8])=[O:5])([OH:20])[C:12]([Cl:19])=[C:13]([Cl:18])[C:14](=[O:17])[C:15]=1[Cl:16]. (2) The product is: [F:28][C:2]([F:1])([F:27])[C:3]1[CH:4]=[C:5]([CH:24]=[CH:25][CH:26]=1)[CH2:6][NH:7][C:8]([C:9]1[CH:14]=[CH:13][N:12]=[C:11]([C:15]2[CH:20]=[C:19]([F:21])[CH:18]=[CH:17][C:16]=2[NH:22][C:42]([C:41]2[CH:40]=[C:39]([CH:47]=[CH:46][CH:45]=2)[CH2:38][S:37][CH2:36][CH2:35][C:34]([O:33][C:29]([CH3:32])([CH3:30])[CH3:31])=[O:48])=[O:43])[CH:10]=1)=[O:23]. Given the reactants [F:1][C:2]([F:28])([F:27])[C:3]1[CH:4]=[C:5]([CH:24]=[CH:25][CH:26]=1)[CH2:6][NH:7][C:8](=[O:23])[C:9]1[CH:14]=[CH:13][N:12]=[C:11]([C:15]2[CH:20]=[C:19]([F:21])[CH:18]=[CH:17][C:16]=2[NH2:22])[CH:10]=1.[C:29]([O:33][C:34](=[O:48])[CH2:35][CH2:36][S:37][CH2:38][C:39]1[CH:40]=[C:41]([CH:45]=[CH:46][CH:47]=1)[C:42](O)=[O:43])([CH3:32])([CH3:31])[CH3:30].CCN=C=NCCCN(C)C.Cl, predict the reaction product. (3) The product is: [Cl:1][C:2]1[CH:7]=[CH:6][C:5]([NH2:8])=[CH:4][C:3]=1[OH:11]. Given the reactants [Cl:1][C:2]1[CH:7]=[CH:6][C:5]([N+:8]([O-])=O)=[CH:4][C:3]=1[O:11]C, predict the reaction product. (4) Given the reactants [Cl-].[C:2]([IH+:6]([C:13]([CH3:16])([CH3:15])[CH3:14])[C:7]1[CH:12]=[CH:11][CH:10]=[CH:9][CH:8]=1)([CH3:5])([CH3:4])[CH3:3].C([O-])([O-])(OCC)C.[F:24][C:25]1[C:30]([S:31]([OH:34])(=[O:33])=[O:32])=[C:29]([F:35])[C:28]([F:36])=[C:27]([F:37])[C:26]=1[F:38], predict the reaction product. The product is: [F:24][C:25]1[C:30]([S:31]([O-:34])(=[O:33])=[O:32])=[C:29]([F:35])[C:28]([F:36])=[C:27]([F:37])[C:26]=1[F:38].[C:13]([IH+:6]([C:2]([CH3:5])([CH3:4])[CH3:3])[C:7]1[CH:12]=[CH:11][CH:10]=[CH:9][CH:8]=1)([CH3:16])([CH3:15])[CH3:14]. (5) Given the reactants C(OC([NH:11][C@@H:12]([CH2:23][C:24]1[CH:29]=[CH:28][C:27]([C:30]2[N:35]=[CH:34][C:33]([C:36]3[CH:41]=[CH:40][C:39]([O:42][CH2:43][CH2:44][CH2:45][CH2:46][CH2:47][CH2:48][CH3:49])=[CH:38][CH:37]=3)=[CH:32][N:31]=2)=[CH:26][CH:25]=1)[C:13]([N:15]1[CH2:18][CH:17]([C:19]([O:21][CH3:22])=[O:20])[CH2:16]1)=[O:14])=O)C1C=CC=CC=1, predict the reaction product. The product is: [NH2:11][C@@H:12]([CH2:23][C:24]1[CH:29]=[CH:28][C:27]([C:30]2[N:35]=[CH:34][C:33]([C:36]3[CH:37]=[CH:38][C:39]([O:42][CH2:43][CH2:44][CH2:45][CH2:46][CH2:47][CH2:48][CH3:49])=[CH:40][CH:41]=3)=[CH:32][N:31]=2)=[CH:26][CH:25]=1)[C:13]([N:15]1[CH2:16][CH:17]([C:19]([O:21][CH3:22])=[O:20])[CH2:18]1)=[O:14]. (6) Given the reactants [NH2:1][C:2]1[N:11]=[CH:10][CH:9]=[CH:8][C:3]=1[C:4]([O:6]C)=O.[C:12](OC)(=[O:15])[CH2:13][CH3:14].CC(C)([O-])C.[Na+], predict the reaction product. The product is: [CH3:14][C:13]1[C:12]([OH:15])=[N:1][C:2]2[C:3]([C:4]=1[OH:6])=[CH:8][CH:9]=[CH:10][N:11]=2. (7) Given the reactants Br[CH:2]1[CH2:11][CH2:10][C:9]2[CH:8]=[N:7][C:6]([Cl:12])=[CH:5][C:4]=2[C:3]1=O.[CH2:14]1[C:16]2([CH2:21][C:20](=O)[CH2:19][C:18](=[O:23])[NH:17]2)[CH2:15]1.C([O-])(=O)C.[Na+].C([O-])(=O)C.[NH4+:33], predict the reaction product. The product is: [Cl:12][C:6]1[N:7]=[CH:8][C:9]2[CH2:10][CH2:11][C:2]3[C:19]4[C:18](=[O:23])[NH:17][C:16]5([CH2:14][CH2:15]5)[CH2:21][C:20]=4[NH:33][C:3]=3[C:4]=2[CH:5]=1. (8) The product is: [NH:11]1[C:12]2[C:8](=[C:7]([CH2:6][O:5][C:4]3[CH:23]=[CH:24][C:25]([O:27][CH3:28])=[CH:26][C:3]=3[CH:1]=[O:2])[CH:15]=[CH:14][CH:13]=2)[CH:9]=[N:10]1. Given the reactants [CH:1]([C:3]1[CH:26]=[C:25]([O:27][CH3:28])[CH:24]=[CH:23][C:4]=1[O:5][CH2:6][C:7]1[CH:15]=[CH:14][CH:13]=[C:12]2[C:8]=1[CH:9]=[N:10][N:11]2C(OC(C)(C)C)=O)=[O:2].C(O)(C(F)(F)F)=O, predict the reaction product. (9) Given the reactants [Br:1][C:2]1[N:3]=[C:4]2[C:10]([C:11]([OH:13])=O)=[CH:9][N:8]([CH2:14][O:15][CH2:16][CH2:17][Si:18]([CH3:21])([CH3:20])[CH3:19])[C:5]2=[N:6][CH:7]=1.Cl.[NH2:23][C@@H:24]([CH3:30])[C:25]([CH3:29])([CH3:28])[C:26]#[N:27].C(Cl)CCl.C1C=CC2N(O)N=NC=2C=1.CCN(C(C)C)C(C)C, predict the reaction product. The product is: [C:26]([C:25]([CH3:29])([CH3:28])[C@@H:24]([NH:23][C:11]([C:10]1[C:4]2[C:5](=[N:6][CH:7]=[C:2]([Br:1])[N:3]=2)[N:8]([CH2:14][O:15][CH2:16][CH2:17][Si:18]([CH3:21])([CH3:20])[CH3:19])[CH:9]=1)=[O:13])[CH3:30])#[N:27].